The task is: Predict which catalyst facilitates the given reaction.. This data is from Catalyst prediction with 721,799 reactions and 888 catalyst types from USPTO. (1) Reactant: [F:1][C:2]1[CH:3]=[C:4]([CH2:26][CH:27]2[CH2:30][C:29](C(O)=O)([C:31]([OH:33])=[O:32])[CH2:28]2)[CH:5]=[CH:6][C:7]=1[C:8]1[S:9][C:10]2[C:15]([N:16]=1)=[CH:14][CH:13]=[C:12]([C:17]1([C:20]3[CH:25]=[CH:24][CH:23]=[CH:22][CH:21]=3)[CH2:19][CH2:18]1)[N:11]=2.CS(C)=O. Product: [F:1][C:2]1[CH:3]=[C:4]([CH:5]=[CH:6][C:7]=1[C:8]1[S:9][C:10]2[C:15]([N:16]=1)=[CH:14][CH:13]=[C:12]([C:17]1([C:20]3[CH:21]=[CH:22][CH:23]=[CH:24][CH:25]=3)[CH2:18][CH2:19]1)[N:11]=2)[CH2:26][C@@H:27]1[CH2:30][C@H:29]([C:31]([OH:33])=[O:32])[CH2:28]1. The catalyst class is: 6. (2) Reactant: [CH2:1]([N:3]([CH2:16][CH3:17])[C:4](=[O:15])[C:5]1[CH:10]=[CH:9][C:8](F)=[C:7]([N+:12]([O-:14])=[O:13])[CH:6]=1)[CH3:2].[NH2:18][CH2:19][CH2:20][NH:21][C:22](=[O:24])[CH3:23]. Product: [C:22]([NH:21][CH2:20][CH2:19][NH:18][C:8]1[CH:9]=[CH:10][C:5]([C:4]([N:3]([CH2:16][CH3:17])[CH2:1][CH3:2])=[O:15])=[CH:6][C:7]=1[N+:12]([O-:14])=[O:13])(=[O:24])[CH3:23]. The catalyst class is: 14. (3) Reactant: [CH:1]([C:3]1[S:4][CH:5]=[CH:6][C:7]=1[C:8]1[NH:9][C:10]([CH2:19][CH3:20])=[C:11]([C:13]2[CH:14]=[N:15][CH:16]=[CH:17][CH:18]=2)[N:12]=1)=[O:2].[CH3:21][Mg]Br.[Cl-:24].[NH4+]. Product: [ClH:24].[ClH:24].[OH:2][CH:1]([C:3]1[S:4][CH:5]=[CH:6][C:7]=1[C:8]1[NH:9][C:10]([CH2:19][CH3:20])=[C:11]([C:13]2[CH:14]=[N:15][CH:16]=[CH:17][CH:18]=2)[N:12]=1)[CH3:21]. The catalyst class is: 7. (4) Reactant: C([O:8][C:9]1[C:18](=[O:19])[C:17]2[C:16](=[O:20])[N:15]([CH2:21][C:22]3[CH:27]=[CH:26][C:25]([F:28])=[CH:24][CH:23]=3)[CH2:14][CH2:13][C:12]=2[N:11]2[CH2:29][CH2:30][CH:31]=[CH:32][CH:33]([CH3:34])[C:10]=12)C1C=CC=CC=1. Product: [F:28][C:25]1[CH:24]=[CH:23][C:22]([CH2:21][N:15]2[CH2:14][CH2:13][C:12]3[N:11]4[CH2:29][CH2:30][CH2:31][CH2:32][CH:33]([CH3:34])[C:10]4=[C:9]([OH:8])[C:18](=[O:19])[C:17]=3[C:16]2=[O:20])=[CH:27][CH:26]=1. The catalyst class is: 19. (5) Reactant: [CH3:1][O:2][C:3]1[CH:4]=[C:5]2[C:10](=[CH:11][CH:12]=1)[CH:9]=[C:8]([C:13]1[C:21]3[C:16](=[CH:17][CH:18]=[C:19]([C:22]([OH:24])=O)[CH:20]=3)[N:15]([CH:25]3[CH2:30][CH2:29][CH2:28][CH2:27][O:26]3)[N:14]=1)[CH:7]=[CH:6]2.C1C=CC2N(O)N=NC=2C=1.CCN=C=NCCCN(C)C.Cl.[NH2:53][CH2:54][CH2:55][N:56]1[CH2:61][CH2:60][O:59][CH2:58][CH2:57]1. Product: [N:56]1([CH2:55][CH2:54][NH:53][C:22]([C:19]2[CH:20]=[C:21]3[C:16](=[CH:17][CH:18]=2)[N:15]([CH:25]2[CH2:30][CH2:29][CH2:28][CH2:27][O:26]2)[N:14]=[C:13]3[C:8]2[CH:7]=[CH:6][C:5]3[C:10](=[CH:11][CH:12]=[C:3]([O:2][CH3:1])[CH:4]=3)[CH:9]=2)=[O:24])[CH2:61][CH2:60][O:59][CH2:58][CH2:57]1. The catalyst class is: 168. (6) Reactant: [C@H:1]1([OH:8])[CH2:6][CH2:5][CH2:4][C@@H:3]([OH:7])[CH2:2]1.CC(C)([O-])C.[K+].Br[CH2:16][C:17]1[CH:26]=[CH:25][CH:24]=[C:23]([CH3:27])[C:18]=1[C:19]([O:21][CH3:22])=[O:20].BrCC1C=CC=C(C)C=1C(Br)=O.CC1C=CC=C(C)C=1C(OC)=O. Product: [OH:7][C@@H:3]1[CH2:4][CH2:5][CH2:6][C@H:1]([O:8][CH2:16][C:17]2[CH:26]=[CH:25][CH:24]=[C:23]([CH3:27])[C:18]=2[C:19]([O:21][CH3:22])=[O:20])[CH2:2]1. The catalyst class is: 179. (7) Product: [Cl:1][C:2]1[CH:23]=[C:22]([Cl:24])[CH:21]=[CH:20][C:3]=1[O:4][CH2:5][C:6]1[CH:7]=[C:8]([CH2:16][CH2:17][CH2:18][O:19][C:26]2[CH:30]=[C:29]([CH2:31][CH2:32][C:33]([OH:35])=[O:34])[N:28]([CH3:38])[N:27]=2)[CH:9]=[C:10]([O:12][CH:13]([CH3:15])[CH3:14])[CH:11]=1. The catalyst class is: 7. Reactant: [Cl:1][C:2]1[CH:23]=[C:22]([Cl:24])[CH:21]=[CH:20][C:3]=1[O:4][CH2:5][C:6]1[CH:7]=[C:8]([CH2:16][CH2:17][CH2:18][OH:19])[CH:9]=[C:10]([O:12][CH:13]([CH3:15])[CH3:14])[CH:11]=1.O[C:26]1[CH:30]=[C:29]([CH2:31][CH2:32][C:33]([O:35]CC)=[O:34])[N:28]([CH3:38])[N:27]=1.C(P(CCCC)CCCC)CCC.N(C(N1CCCCC1)=O)=NC(N1CCCCC1)=O.O1CCCC1CCO.[OH-].[Na+].Cl.